From a dataset of Peptide-MHC class I binding affinity with 185,985 pairs from IEDB/IMGT. Regression. Given a peptide amino acid sequence and an MHC pseudo amino acid sequence, predict their binding affinity value. This is MHC class I binding data. The peptide sequence is ILNSDDEQA. The MHC is HLA-A24:03 with pseudo-sequence HLA-A24:03. The binding affinity (normalized) is 0.0847.